Dataset: Forward reaction prediction with 1.9M reactions from USPTO patents (1976-2016). Task: Predict the product of the given reaction. (1) The product is: [Br:21][C:22]1[CH:23]=[CH:24][C:25]2[CH:29]=[C:28]([CH3:1])[S:27][C:26]=2[CH:30]=1. Given the reactants [CH:1](NC(C)C)(C)C.CN(CCN(C)C)C.[Li]CCCC.[Br:21][C:22]1[CH:23]=[CH:24][C:25]2[CH:29]=[CH:28][S:27][C:26]=2[CH:30]=1.CI, predict the reaction product. (2) Given the reactants [F:1][C:2]1[C:3]([NH:28][CH:29]([C:34]([CH3:37])([CH3:36])[CH3:35])[CH2:30][C:31](O)=[O:32])=[N:4][C:5]([C:8]2[C:16]3[C:11](=[N:12][CH:13]=[C:14]([F:17])[CH:15]=3)[N:10](S(C3C=CC(C)=CC=3)(=O)=O)[CH:9]=2)=[N:6][CH:7]=1.C[N:39](C(ON1N=NC2C=CC=CC1=2)=[N+](C)C)C.F[P-](F)(F)(F)(F)F, predict the reaction product. The product is: [F:1][C:2]1[C:3]([NH:28][CH:29]([C:34]([CH3:35])([CH3:37])[CH3:36])[CH2:30][C:31]([NH2:39])=[O:32])=[N:4][C:5]([C:8]2[C:16]3[C:11](=[N:12][CH:13]=[C:14]([F:17])[CH:15]=3)[NH:10][CH:9]=2)=[N:6][CH:7]=1. (3) Given the reactants [CH3:1][O:2][C:3]1[CH:8]=[CH:7][CH:6]=[CH:5][C:4]=1[C:9]1[N:18]=[C:17]([NH:19][C@@H:20]2[CH2:24][N:23]([C:25]([O:27][C:28]([CH3:31])([CH3:30])[CH3:29])=[O:26])[C@@H:22]([C:32]([O:34]C)=[O:33])[CH2:21]2)[C:16]2[C:11](=[CH:12][CH:13]=[CH:14][CH:15]=2)[N:10]=1.O.[OH-].[Li+].O1CCOCC1.Cl, predict the reaction product. The product is: [C:28]([O:27][C:25]([N:23]1[CH2:24][C@@H:20]([NH:19][C:17]2[C:16]3[C:11](=[CH:12][CH:13]=[CH:14][CH:15]=3)[N:10]=[C:9]([C:4]3[CH:5]=[CH:6][CH:7]=[CH:8][C:3]=3[O:2][CH3:1])[N:18]=2)[CH2:21][C@@H:22]1[C:32]([OH:34])=[O:33])=[O:26])([CH3:31])([CH3:29])[CH3:30].